This data is from Catalyst prediction with 721,799 reactions and 888 catalyst types from USPTO. The task is: Predict which catalyst facilitates the given reaction. (1) Reactant: [OH:1][C:2]([CH3:16])([CH3:15])[C:3]([C:5]1[CH:10]=[CH:9][C:8]([O:11][CH2:12][CH2:13][OH:14])=[CH:7][CH:6]=1)=[O:4].[F:17][C:18]([F:41])([C:34]([F:40])([F:39])[C:35]([F:38])([F:37])[F:36])[C:19](O[C:19](=[O:20])[C:18]([F:41])([F:17])[C:34]([F:39])([F:40])[C:35]([F:36])([F:37])[F:38])=[O:20].O. Product: [OH:1][C:2]([CH3:16])([CH3:15])[C:3]([C:5]1[CH:10]=[CH:9][C:8]([O:11][CH2:12][CH2:13][O:14][C:19](=[O:20])[C:18]([F:17])([F:41])[C:34]([F:39])([F:40])[C:35]([F:38])([F:37])[F:36])=[CH:7][CH:6]=1)=[O:4]. The catalyst class is: 7. (2) Reactant: [CH2:1]([O:8][C:9]1[C:14](=[O:15])[NH:13][C:12]([O:16][CH3:17])=[N:11][C:10]=1[C:18]([O:20]C(C)(C)C)=[O:19])[C:2]1[CH:7]=[CH:6][CH:5]=[CH:4][CH:3]=1.[OH-].[Na+].Cl. Product: [CH2:1]([O:8][C:9]1[C:14](=[O:15])[NH:13][C:12]([O:16][CH3:17])=[N:11][C:10]=1[C:18]([OH:20])=[O:19])[C:2]1[CH:3]=[CH:4][CH:5]=[CH:6][CH:7]=1. The catalyst class is: 92. (3) Reactant: [CH2:1]([N:8]1[C:16]2[C:11](=[C:12]([N+:17]([O-:19])=[O:18])[CH:13]=[CH:14][CH:15]=2)[CH:10]=[N:9]1)[C:2]1[CH:7]=[CH:6][CH:5]=[CH:4][CH:3]=1.[Br:20]Br.C(=O)(O)[O-].[Na+]. Product: [CH2:1]([N:8]1[C:16]2[C:11](=[C:12]([N+:17]([O-:19])=[O:18])[CH:13]=[CH:14][CH:15]=2)[C:10]([Br:20])=[N:9]1)[C:2]1[CH:3]=[CH:4][CH:5]=[CH:6][CH:7]=1. The catalyst class is: 15. (4) Reactant: [CH2:1]([O:8][C:9](=[O:34])[NH:10][CH2:11][CH:12]1[CH2:17][CH2:16][CH2:15][CH:14]([N:18]2[C:27]3[CH:26]=[CH:25][CH:24]=[C:23]([Cl:28])[C:22]=3[C:21]3=[N:29][O:30][C:31]([CH3:32])=[C:20]3[C:19]2=[O:33])[CH2:13]1)[C:2]1[CH:7]=[CH:6][CH:5]=[CH:4][CH:3]=1. Product: [CH2:1]([O:8][C:9](=[O:34])[NH:10][CH2:11][CH:12]1[CH2:17][CH2:16][CH2:15][CH:14]([N:18]2[C:27]3[C:22](=[C:23]([Cl:28])[CH:24]=[CH:25][CH:26]=3)[C:21]([NH2:29])=[C:20]([C:31](=[O:30])[CH3:32])[C:19]2=[O:33])[CH2:13]1)[C:2]1[CH:7]=[CH:6][CH:5]=[CH:4][CH:3]=1. The catalyst class is: 47.